Dataset: Forward reaction prediction with 1.9M reactions from USPTO patents (1976-2016). Task: Predict the product of the given reaction. (1) Given the reactants Br[C:2]1[CH:9]=[C:8]([Cl:10])[C:7]([O:11][CH3:12])=[CH:6][C:3]=1[CH:4]=[O:5].[CH3:13]B1OB(C)OB(C)O1.C(=O)([O-])[O-].[K+].[K+], predict the reaction product. The product is: [Cl:10][C:8]1[C:7]([O:11][CH3:12])=[CH:6][C:3]([CH:4]=[O:5])=[C:2]([CH3:13])[CH:9]=1. (2) Given the reactants Cl[C:2]1[CH:7]=[C:6]([C:8]([F:11])([F:10])[F:9])[N:5]=[C:4]([C:12]2[CH:13]=[N:14][CH:15]=[CH:16][CH:17]=2)[N:3]=1.[NH2:18][C:19]1[C:20]([O:27][CH3:28])=[N:21][C:22]([O:25][CH3:26])=[CH:23][CH:24]=1, predict the reaction product. The product is: [CH3:28][O:27][C:20]1[C:19]([NH:18][C:2]2[CH:7]=[C:6]([C:8]([F:11])([F:10])[F:9])[N:5]=[C:4]([C:12]3[CH:13]=[N:14][CH:15]=[CH:16][CH:17]=3)[N:3]=2)=[CH:24][CH:23]=[C:22]([O:25][CH3:26])[N:21]=1. (3) Given the reactants C[Si](C=[N+]=[N-])(C)C.[CH3:8]CCCCC.[Cl:14][C:15]1[CH:20]=[CH:19][CH:18]=[C:17]([F:21])[C:16]=1[CH2:22][C:23](Cl)=[O:24].[BrH:26], predict the reaction product. The product is: [Br:26][CH2:8][C:23](=[O:24])[CH2:22][C:16]1[C:17]([F:21])=[CH:18][CH:19]=[CH:20][C:15]=1[Cl:14]. (4) Given the reactants C([O:4][CH2:5][C:6]([CH3:49])([CH3:48])[CH2:7][N:8]1[C:14]2[CH:15]=[CH:16][C:17]([Cl:19])=[CH:18][C:13]=2[C@@H:12]([C:20]2[CH:25]=[CH:24][CH:23]=[C:22]([O:26][CH3:27])[C:21]=2[O:28][CH3:29])[O:11][C@H:10]([CH2:30][C:31]([NH:33][C:34]2[CH:35]=[CH:36][C:37]3[O:41][C:40]([C:42]([O:44]C)=[O:43])=[CH:39][C:38]=3[CH:46]=2)=[O:32])[C:9]1=[O:47])(=O)C.[OH-].[Na+].C(O)C, predict the reaction product. The product is: [Cl:19][C:17]1[CH:16]=[CH:15][C:14]2[N:8]([CH2:7][C:6]([CH3:49])([CH3:48])[CH2:5][OH:4])[C:9](=[O:47])[C@@H:10]([CH2:30][C:31]([NH:33][C:34]3[CH:35]=[CH:36][C:37]4[O:41][C:40]([C:42]([OH:44])=[O:43])=[CH:39][C:38]=4[CH:46]=3)=[O:32])[O:11][C@H:12]([C:20]3[CH:25]=[CH:24][CH:23]=[C:22]([O:26][CH3:27])[C:21]=3[O:28][CH3:29])[C:13]=2[CH:18]=1. (5) Given the reactants C(OC([N:8]1[CH2:39][CH2:38][C:12]2=[C:13]([N:20]3[CH2:23][CH:22]([C:24](=[O:37])[NH:25][CH:26]4[CH2:31][CH2:30][N:29]([CH2:32][CH:33]=[C:34]([CH3:36])[CH3:35])[CH2:28][CH2:27]4)[CH2:21]3)[N:14]3[C:18]([N:19]=[C:11]2[CH2:10][CH2:9]1)=[CH:17][CH:16]=[N:15]3)=O)(C)(C)C.C(O)(C(F)(F)F)=O, predict the reaction product. The product is: [CH3:35][C:34]([CH3:36])=[CH:33][CH2:32][N:29]1[CH2:30][CH2:31][CH:26]([NH:25][C:24]([CH:22]2[CH2:23][N:20]([C:13]3[N:14]4[C:18]([N:19]=[C:11]5[CH2:10][CH2:9][NH:8][CH2:39][CH2:38][C:12]=35)=[CH:17][CH:16]=[N:15]4)[CH2:21]2)=[O:37])[CH2:27][CH2:28]1.